Task: Predict the reactants needed to synthesize the given product.. Dataset: Full USPTO retrosynthesis dataset with 1.9M reactions from patents (1976-2016) (1) Given the product [C:12]1([C:18]2[S:22][C:21]([C:2]3[CH:3]=[C:4]4[C:8](=[CH:9][CH:10]=3)[NH:7][C:6](=[O:11])[CH2:5]4)=[CH:20][CH:19]=2)[CH:17]=[CH:16][CH:15]=[CH:14][CH:13]=1, predict the reactants needed to synthesize it. The reactants are: Br[C:2]1[CH:3]=[C:4]2[C:8](=[CH:9][CH:10]=1)[NH:7][C:6](=[O:11])[CH2:5]2.[C:12]1([C:18]2[S:22][C:21](B(O)O)=[CH:20][CH:19]=2)[CH:17]=[CH:16][CH:15]=[CH:14][CH:13]=1.C(=O)([O-])[O-].[K+].[K+]. (2) Given the product [CH2:16]([NH:14][CH2:13][CH2:12][C:8]1[C:7]([C:1]([CH3:4])([CH3:3])[CH3:2])=[CH:6][C:5]([C:1]([CH3:2])([CH3:3])[CH3:4])=[CH:10][C:9]=1[OH:11])[C:18]1[CH:19]=[CH:20][CH:21]=[CH:22][CH:23]=1, predict the reactants needed to synthesize it. The reactants are: [C:1]([C:5]1[CH:6]=[CH:7][C:8]([CH2:12][CH2:13][N:14]([CH3:16])C)=[C:9]([OH:11])[CH:10]=1)([CH3:4])([CH3:3])[CH3:2].C(=O)[C:18]1[CH:23]=[CH:22][CH:21]=[CH:20][CH:19]=1. (3) Given the product [Cl:16][C:13]1[CH:14]=[CH:15][C:6]([O:5][CH2:4][C:3]([OH:29])=[O:2])=[C:7]2[C:12]=1[N:11]=[C:10]([CH3:17])[C:9]([S:18]([C:21]1[CH:22]=[CH:23][C:24]([Cl:27])=[CH:25][CH:26]=1)(=[O:19])=[O:20])=[C:8]2[CH3:28], predict the reactants needed to synthesize it. The reactants are: C[O:2][C:3](=[O:29])[CH2:4][O:5][C:6]1[CH:15]=[CH:14][C:13]([Cl:16])=[C:12]2[C:7]=1[C:8]([CH3:28])=[C:9]([S:18]([C:21]1[CH:26]=[CH:25][C:24]([Cl:27])=[CH:23][CH:22]=1)(=[O:20])=[O:19])[C:10]([CH3:17])=[N:11]2.CO.[OH-].[Na+]. (4) The reactants are: C(NCC(O)=O)(OCC1C2C(=CC=CC=2)C2C1=CC=CC=2)=O.NC1C=C([N+]([O-])=O)C=CC=1C(C1C=CC=CC=1)=O.[NH2:41][C:42]1[CH:61]=[CH:60][C:45]2[N:46]([CH3:59])[C:47](=[O:58])[CH:48](C)[N:49]=[C:50]([C:51]3[CH:56]=[CH:55][CH:54]=[CH:53][CH:52]=3)[C:44]=2[CH:43]=1. Given the product [NH2:41][C:42]1[CH:61]=[CH:60][C:45]2[N:46]([CH3:59])[C:47](=[O:58])[CH2:48][N:49]=[C:50]([C:51]3[CH:56]=[CH:55][CH:54]=[CH:53][CH:52]=3)[C:44]=2[CH:43]=1, predict the reactants needed to synthesize it.